Dataset: Full USPTO retrosynthesis dataset with 1.9M reactions from patents (1976-2016). Task: Predict the reactants needed to synthesize the given product. (1) Given the product [F:1][C:2]1[CH:7]=[CH:6][C:5]([N:8]2[C:17]3[C:12](=[N:13][CH:14]=[C:15]([CH2:18][C:19]4[CH:24]=[CH:23][C:22]([F:25])=[CH:21][CH:20]=4)[CH:16]=3)[C:11]([O-:26])=[C:10]([C:27]([NH:29][CH2:30][CH2:31][OH:32])=[O:28])[C:9]2=[O:33])=[CH:4][CH:3]=1.[Na+:35], predict the reactants needed to synthesize it. The reactants are: [F:1][C:2]1[CH:7]=[CH:6][C:5]([N:8]2[C:17]3[C:12](=[N:13][CH:14]=[C:15]([CH2:18][C:19]4[CH:24]=[CH:23][C:22]([F:25])=[CH:21][CH:20]=4)[CH:16]=3)[C:11]([OH:26])=[C:10]([C:27]([NH:29][CH2:30][CH2:31][OH:32])=[O:28])[C:9]2=[O:33])=[CH:4][CH:3]=1.[OH-].[Na+:35]. (2) Given the product [CH2:1]([N:8]1[CH2:13][CH2:12][CH:11]([NH:22][C:19]2[CH:20]=[CH:21][C:16]([Cl:15])=[C:17]([O:23][CH3:24])[CH:18]=2)[CH2:10][CH2:9]1)[C:2]1[CH:7]=[CH:6][CH:5]=[CH:4][CH:3]=1, predict the reactants needed to synthesize it. The reactants are: [CH2:1]([N:8]1[CH2:13][CH2:12][CH2:11][CH2:10][C:9]1=O)[C:2]1[CH:7]=[CH:6][CH:5]=[CH:4][CH:3]=1.[Cl:15][C:16]1[CH:21]=[CH:20][C:19]([NH2:22])=[CH:18][C:17]=1[O:23][CH3:24].S([O-])([O-])(=O)=O.[Na+].[Na+].C(O[BH-](OC(=O)C)OC(=O)C)(=O)C.[Na+].C(=O)([O-])O.[Na+]. (3) Given the product [Cl:16][C:11]1[CH:10]=[C:9]([C:4]2[N:3]=[C:2]([NH:29][C:28]3[CH:27]=[CH:26][C:25]([CH2:24][N:21]4[CH2:20][CH2:19][N:18]([CH3:17])[CH2:23][CH2:22]4)=[CH:31][CH:30]=3)[N:7]=[C:6]([NH2:8])[CH:5]=2)[CH:14]=[CH:13][C:12]=1[F:15], predict the reactants needed to synthesize it. The reactants are: Cl[C:2]1[N:7]=[C:6]([NH2:8])[CH:5]=[C:4]([C:9]2[CH:14]=[CH:13][C:12]([F:15])=[C:11]([Cl:16])[CH:10]=2)[N:3]=1.[CH3:17][N:18]1[CH2:23][CH2:22][N:21]([CH2:24][C:25]2[CH:31]=[CH:30][C:28]([NH2:29])=[CH:27][CH:26]=2)[CH2:20][CH2:19]1. (4) Given the product [CH:19]1([C:22]2[N:23]=[CH:4][C:5]3[CH2:6][C:7](=[O:17])[NH:8][C:9]4[CH:16]=[CH:15][CH:14]=[CH:13][C:10]=4[C:11]=3[N:24]=2)[CH2:21][CH2:20]1, predict the reactants needed to synthesize it. The reactants are: CN([CH:4]=[C:5]1[C:11](=O)[C:10]2[CH:13]=[CH:14][CH:15]=[CH:16][C:9]=2[NH:8][C:7](=[O:17])[CH2:6]1)C.Cl.[CH:19]1([C:22]([NH2:24])=[NH:23])[CH2:21][CH2:20]1. (5) Given the product [CH:23]1([C:19]2[CH:20]=[C:21]([CH3:22])[C:16]([N:13]3[CH2:14][CH2:15][N:10]([C:8]([C:5]4[N:6]=[CH:7][C:2]([N:29]5[CH2:28][C:27]([CH3:33])([CH3:26])[O:31][C:30]5=[O:32])=[N:3][CH:4]=4)=[O:9])[CH2:11][CH2:12]3)=[N:17][CH:18]=2)[CH2:25][CH2:24]1, predict the reactants needed to synthesize it. The reactants are: Br[C:2]1[N:3]=[CH:4][C:5]([C:8]([N:10]2[CH2:15][CH2:14][N:13]([C:16]3[C:21]([CH3:22])=[CH:20][C:19]([CH:23]4[CH2:25][CH2:24]4)=[CH:18][N:17]=3)[CH2:12][CH2:11]2)=[O:9])=[N:6][CH:7]=1.[CH3:26][C:27]1([CH3:33])[O:31][C:30](=[O:32])[NH:29][CH2:28]1. (6) Given the product [Br:1][C:2]1[CH:8]=[CH:7][C:5]([NH:6][S:17]([CH3:16])(=[O:19])=[O:18])=[CH:4][C:3]=1[F:9], predict the reactants needed to synthesize it. The reactants are: [Br:1][C:2]1[CH:8]=[CH:7][C:5]([NH2:6])=[CH:4][C:3]=1[F:9].N1C=CC=CC=1.[CH3:16][S:17](Cl)(=[O:19])=[O:18].O. (7) Given the product [CH3:1][S:2]([C:5]1[CH:6]=[C:7]([N:13]2[CH2:14][CH2:15][N:16]([CH2:19][CH2:20][CH3:21])[CH2:17][CH2:18]2)[CH:8]=[CH:9][C:10]=1[OH:11])(=[O:3])=[O:4].[BrH:22], predict the reactants needed to synthesize it. The reactants are: [CH3:1][S:2]([C:5]1[CH:6]=[C:7]([N:13]2[CH2:18][CH2:17][N:16]([CH2:19][CH2:20][CH3:21])[CH2:15][CH2:14]2)[CH:8]=[CH:9][C:10]=1[O:11]C)(=[O:4])=[O:3].[BrH:22]. (8) Given the product [C:1]([O:5][CH2:6][CH2:7][C:8]1[CH:9]=[CH:10][C:11]([N:14]2[C:18]3[CH:19]=[CH:20][C:21]([NH:23][S:27]([CH3:26])(=[O:29])=[O:28])=[CH:22][C:17]=3[N:16]=[C:15]2[CH2:24][CH3:25])=[CH:12][CH:13]=1)(=[O:4])[CH2:2][CH3:3], predict the reactants needed to synthesize it. The reactants are: [C:1]([O:5][CH2:6][CH2:7][C:8]1[CH:13]=[CH:12][C:11]([N:14]2[C:18]3[CH:19]=[CH:20][C:21]([NH2:23])=[CH:22][C:17]=3[N:16]=[C:15]2[CH2:24][CH3:25])=[CH:10][CH:9]=1)(=[O:4])[CH2:2][CH3:3].[CH3:26][S:27](Cl)(=[O:29])=[O:28].N1C=CC=CC=1.C(O)(=O)CC(CC(O)=O)(C(O)=O)O. (9) Given the product [NH2:14][C@H:9]1[CH2:8][C:7]2[C:11](=[CH:12][C:4]([O:3][CH2:1][CH3:2])=[CH:5][CH:6]=2)[C@@H:10]1[OH:13], predict the reactants needed to synthesize it. The reactants are: [CH2:1]([O:3][C:4]1[CH:12]=[C:11]2[C:7]([CH2:8][C@H:9]([NH:14]C(=O)C3C=CC=CC=3CO)[C@H:10]2[OH:13])=[CH:6][CH:5]=1)[CH3:2].C(OC1C=C2C(C[C@H](NC(=O)C3C=CC=CC=3CO)[C@@H]2O)=CC=1)C.